Dataset: Full USPTO retrosynthesis dataset with 1.9M reactions from patents (1976-2016). Task: Predict the reactants needed to synthesize the given product. (1) The reactants are: [C:1]([O:5][C:6]([N:8]1[CH2:13][CH2:12][CH2:11][CH:10]([CH2:14][OH:15])[CH2:9]1)=[O:7])([CH3:4])([CH3:3])[CH3:2].[Cl:16][C:17]1[CH:22]=[CH:21][C:20]([Cl:23])=[CH:19][C:18]=1O.C(OC(N1CCCC(COC2C=CC=CC=2Cl)C1)=O)(C)(C)C. Given the product [C:1]([O:5][C:6]([N:8]1[CH2:13][CH2:12][CH2:11][CH:10]([CH2:14][O:15][C:21]2[CH:22]=[C:17]([Cl:16])[CH:18]=[CH:19][C:20]=2[Cl:23])[CH2:9]1)=[O:7])([CH3:4])([CH3:3])[CH3:2], predict the reactants needed to synthesize it. (2) Given the product [CH3:45][O:46][C:47]([C:49]1[CH:54]=[CH:53][C:52]([C@@H:55]([NH:57][C:17]([C:15]2[CH:14]=[CH:13][CH:12]=[C:11]3[C:16]=2[N:8]([C:6]([O:5][C:1]([CH3:4])([CH3:3])[CH3:2])=[O:7])[CH2:9][CH2:10]3)=[O:18])[CH3:56])=[CH:51][CH:50]=1)=[O:48], predict the reactants needed to synthesize it. The reactants are: [C:1]([O:5][C:6]([N:8]1[C:16]2[C:11](=[CH:12][CH:13]=[CH:14][C:15]=2[C:17](O)=[O:18])[CH2:10][CH2:9]1)=[O:7])([CH3:4])([CH3:3])[CH3:2].CN(C(ON1N=NC2C=CC=NC1=2)=[N+](C)C)C.F[P-](F)(F)(F)(F)F.[Cl-].[CH3:45][O:46][C:47]([C:49]1[CH:54]=[CH:53][C:52]([C@@H:55]([NH3+:57])[CH3:56])=[CH:51][CH:50]=1)=[O:48].CCN(C(C)C)C(C)C. (3) The reactants are: [NH2:1][CH2:2][CH2:3][CH2:4][C@H:5]([NH:9][C:10]([C:12]1[C:13](=[O:25])[N:14]([CH2:18][C:19]2[CH:24]=[CH:23][CH:22]=[CH:21][CH:20]=2)[CH:15]=[CH:16][CH:17]=1)=[O:11])[C:6]([OH:8])=[O:7].[C:26]([OH:32])([C:28]([F:31])([F:30])[F:29])=[O:27].I.CS[C:36]1[NH:37][CH2:38][CH2:39][N:40]=1.CCN([CH:47]([CH3:49])[CH3:48])C(C)C.[CH3:50]O. Given the product [NH:37]1[CH2:38][CH2:39][N:40]=[C:36]1[NH:1][CH2:2][CH2:3][CH2:4][C@H:5]([NH:9][C:10]([C:12]1[C:13](=[O:25])[N:14]([CH:18]([C:28]2[CH:26]=[CH:48][CH:47]=[CH:49][CH:50]=2)[C:19]2[CH:20]=[CH:21][CH:22]=[CH:23][CH:24]=2)[CH:15]=[CH:16][CH:17]=1)=[O:11])[C:6]([OH:8])=[O:7].[C:26]([OH:32])([C:28]([F:31])([F:30])[F:29])=[O:27].[CH2:18]([N:14]1[CH:15]=[CH:16][CH:17]=[C:12]([C:10]([NH:9][C@@H:5]([CH2:4][CH2:3][CH2:2][NH:1][C:36]2[NH:40][CH2:39][CH2:38][N:37]=2)[C:6]([OH:8])=[O:7])=[O:11])[C:13]1=[O:25])[C:19]1[CH:20]=[CH:21][CH:22]=[CH:23][CH:24]=1.[C:26]([OH:32])([C:28]([F:31])([F:30])[F:29])=[O:27], predict the reactants needed to synthesize it. (4) Given the product [N+:1]([C:4]1[CH:5]=[C:6]2[C:10](=[CH:11][CH:12]=1)[NH:9][C:8](=[O:17])[C:7]12[O:22][CH2:21][CH2:20][CH2:19][O:18]1)([O-:3])=[O:2], predict the reactants needed to synthesize it. The reactants are: [N+:1]([C:4]1[CH:5]=[C:6]2[C:10](=[CH:11][CH:12]=1)[N:9](CCC#N)[C:8](=[O:17])[C:7]12[O:22][CH2:21][CH2:20][CH2:19][O:18]1)([O-:3])=[O:2].N.C1COCC1. (5) Given the product [F:26][CH:27]([S:29][C:30]1[CH:35]=[CH:34][C:33]([NH:36][C:21]([C:19]2[N:20]=[C:16]([CH2:15][O:14][C:13]3[CH:12]=[CH:11][C:10]([CH2:9][CH2:8][CH2:7][CH2:6][N:1]4[CH:5]=[CH:4][N:3]=[N:2]4)=[CH:25][CH:24]=3)[O:17][CH:18]=2)=[O:23])=[CH:32][CH:31]=1)[F:28], predict the reactants needed to synthesize it. The reactants are: [N:1]1([CH2:6][CH2:7][CH2:8][CH2:9][C:10]2[CH:25]=[CH:24][C:13]([O:14][CH2:15][C:16]3[O:17][CH:18]=[C:19]([C:21]([OH:23])=O)[N:20]=3)=[CH:12][CH:11]=2)[CH:5]=[CH:4][N:3]=[N:2]1.[F:26][CH:27]([S:29][C:30]1[CH:35]=[CH:34][C:33]([NH2:36])=[CH:32][CH:31]=1)[F:28]. (6) Given the product [CH3:40][C:37]([C:34]1[CH:33]=[CH:32][C:31]([C:24]2[C:25]3[C:30](=[CH:29][CH:28]=[CH:27][CH:26]=3)[N:22]([CH2:21][C:17]3[CH:16]=[C:15]([C:12]4[CH:11]=[CH:10][C:9]([O:8][CH2:1][C:2]5[CH:7]=[CH:6][CH:5]=[CH:4][CH:3]=5)=[CH:14][CH:13]=4)[CH:20]=[CH:19][CH:18]=3)[C:23]=2[C:41]([OH:43])=[O:42])=[CH:36][CH:35]=1)([CH3:38])[CH3:39], predict the reactants needed to synthesize it. The reactants are: [CH2:1]([O:8][C:9]1[CH:14]=[CH:13][C:12]([C:15]2[CH:20]=[CH:19][CH:18]=[C:17]([CH2:21][N:22]3[C:30]4[C:25](=[CH:26][CH:27]=[CH:28][CH:29]=4)[C:24]([C:31]4[CH:36]=[CH:35][C:34]([C:37]([CH3:40])([CH3:39])[CH3:38])=[CH:33][CH:32]=4)=[C:23]3[C:41]([O:43]CC)=[O:42])[CH:16]=2)=[CH:11][CH:10]=1)[C:2]1[CH:7]=[CH:6][CH:5]=[CH:4][CH:3]=1.[OH-].[Na+].Cl.